The task is: Predict the product of the given reaction.. This data is from Forward reaction prediction with 1.9M reactions from USPTO patents (1976-2016). (1) The product is: [CH:19]1([O:12][C:4]2[CH:5]=[C:6]([N+:9]([O-:11])=[O:10])[CH:7]=[CH:8][C:3]=2[O:2][CH3:1])[CH2:23][CH2:22][CH2:21][CH2:20]1. Given the reactants [CH3:1][O:2][C:3]1[CH:8]=[CH:7][C:6]([N+:9]([O-:11])=[O:10])=[CH:5][C:4]=1[OH:12].C(=O)([O-])[O-].[K+].[K+].[CH:19]1(Br)[CH2:23][CH2:22][CH2:21][CH2:20]1.C(Cl)Cl, predict the reaction product. (2) Given the reactants [CH3:1][N:2]1[CH2:24][CH2:23][C:5]2[N:6]([CH2:14][CH:15]([C:17]3[CH:22]=[CH:21][N:20]=[CH:19][CH:18]=3)[OH:16])[C:7]3[CH:8]=[CH:9][C:10]([CH3:13])=[CH:11][C:12]=3[C:4]=2[CH2:3]1.[H-].[Na+].[N:27]1([C:32](Cl)=[O:33])[CH2:31][CH2:30][CH2:29][CH2:28]1, predict the reaction product. The product is: [N:27]1([C:32]([O:16][CH:15]([C:17]2[CH:18]=[CH:19][N:20]=[CH:21][CH:22]=2)[CH2:14][N:6]2[C:7]3[CH:8]=[CH:9][C:10]([CH3:13])=[CH:11][C:12]=3[C:4]3[CH2:3][N:2]([CH3:1])[CH2:24][CH2:23][C:5]2=3)=[O:33])[CH2:31][CH2:30][CH2:29][CH2:28]1. (3) Given the reactants I[C:2]1C=C[C:5]([N:8]2C[C@H](CNC(=O)OC(C)(C)C)O[C:9]2=[O:22])=[CH:4][CH:3]=1.F[C:24]1[CH:25]=[C:26]([N:31]2[CH2:35][C@H:34]([CH2:36][NH:37][C:38](=[O:40])[CH3:39])[O:33][C:32]2=[O:41])[CH:27]=[CH:28][C:29]=1I, predict the reaction product. The product is: [O:41]=[C:32]1[N:31]([C:26]2[CH:27]=[CH:28][C:29]([CH:4]3[CH2:3][CH2:2][C:9](=[O:22])[NH:8][CH2:5]3)=[CH:24][CH:25]=2)[CH2:35][C@H:34]([CH2:36][NH:37][C:38](=[O:40])[CH3:39])[O:33]1.